Dataset: Forward reaction prediction with 1.9M reactions from USPTO patents (1976-2016). Task: Predict the product of the given reaction. (1) Given the reactants [Cl:1][C:2]1[CH:3]=[C:4]([C:12]2([C:30]([F:33])([F:32])[F:31])[O:16][N:15]=[C:14]([C:17]3[CH:25]=[CH:24][C:20]([C:21](O)=[O:22])=[C:19]([C:26]([F:29])([F:28])[F:27])[CH:18]=3)[CH2:13]2)[CH:5]=[C:6]([C:8]([F:11])([F:10])[F:9])[CH:7]=1.[NH:34]1[CH2:38][C:37](=[O:39])[NH:36][CH2:35]1.CN(C(ON1N=NC2C=CC=NC1=2)=[N+](C)C)C.F[P-](F)(F)(F)(F)F.CCN(C(C)C)C(C)C, predict the reaction product. The product is: [Cl:1][C:2]1[CH:3]=[C:4]([C:12]2([C:30]([F:31])([F:32])[F:33])[O:16][N:15]=[C:14]([C:17]3[CH:25]=[CH:24][C:20]([C:21]([N:34]4[CH2:38][C:37](=[O:39])[NH:36][CH2:35]4)=[O:22])=[C:19]([C:26]([F:27])([F:28])[F:29])[CH:18]=3)[CH2:13]2)[CH:5]=[C:6]([C:8]([F:11])([F:10])[F:9])[CH:7]=1. (2) Given the reactants Cl.[N:2]1([CH2:8][CH2:9][C:10]2[CH:19]=[CH:18][C:13]3[C:14](=[O:17])[O:15][CH2:16][C:12]=3[CH:11]=2)[CH2:7][CH2:6][NH:5][CH2:4][CH2:3]1.[F:20][C:21]1[CH:28]=[C:27]([CH2:29][CH:30]=O)[C:26]([F:32])=[CH:25][C:22]=1[C:23]#[N:24], predict the reaction product. The product is: [F:20][C:21]1[CH:28]=[C:27]([CH2:29][CH2:30][N:5]2[CH2:6][CH2:7][N:2]([CH2:8][CH2:9][C:10]3[CH:11]=[C:12]4[C:13](=[CH:18][CH:19]=3)[C:14](=[O:17])[O:15][CH2:16]4)[CH2:3][CH2:4]2)[C:26]([F:32])=[CH:25][C:22]=1[C:23]#[N:24].